This data is from TCR-epitope binding with 47,182 pairs between 192 epitopes and 23,139 TCRs. The task is: Binary Classification. Given a T-cell receptor sequence (or CDR3 region) and an epitope sequence, predict whether binding occurs between them. The epitope is FLPRVFSAV. The TCR CDR3 sequence is CASTLWGDNTDTQYF. Result: 1 (the TCR binds to the epitope).